Dataset: Experimentally validated miRNA-target interactions with 360,000+ pairs, plus equal number of negative samples. Task: Binary Classification. Given a miRNA mature sequence and a target amino acid sequence, predict their likelihood of interaction. The miRNA is cel-miR-1019-5p with sequence GUGAGCAUUGUUCGAGUUUCAUUUU. The protein sequence of the target gene is MLVPLAKLSCLAYQCFHALKIKKNYLPLCATRWSSTSTVPRITTHYTIYPRDKDKRWEGVNMERFAEEADVVIVGAGPAGLSAAVRLKQLAVAHEKDIRVCLVEKAAQIGAHTLSGACLDPGAFKELFPDWKEKGAPLNTPVTEDRFGILTEKYRIPVPILPGLPMNNHGNYIVRLGHLVSWMGEQAEALGVEVYPGYAAAEVLFHDDGSVKGIATNDVGIQKDGAPKATFERGLELHAKVTIFAEGCHGHLAKQLYKKFDLRANCEPQTYGIGLKELWVIDEKNWKPGRVDHTVGWPLD.... Result: 0 (no interaction).